This data is from NCI-60 drug combinations with 297,098 pairs across 59 cell lines. The task is: Regression. Given two drug SMILES strings and cell line genomic features, predict the synergy score measuring deviation from expected non-interaction effect. Drug 1: C1=C(C(=O)NC(=O)N1)N(CCCl)CCCl. Drug 2: C1=C(C(=O)NC(=O)N1)F. Cell line: SF-295. Synergy scores: CSS=57.2, Synergy_ZIP=-3.67, Synergy_Bliss=-4.83, Synergy_Loewe=-2.88, Synergy_HSA=-0.218.